From a dataset of Forward reaction prediction with 1.9M reactions from USPTO patents (1976-2016). Predict the product of the given reaction. (1) Given the reactants Cl[CH2:2][CH2:3][CH2:4][N:5]1[CH2:10][CH2:9][O:8][CH2:7][CH2:6]1.[F:11][C:12]1[CH:13]=[C:14]([CH:17]=[CH:18][C:19]=1[OH:20])[CH:15]=[O:16].C(=O)([O-])[O-].[K+].[K+].O, predict the reaction product. The product is: [F:11][C:12]1[CH:13]=[C:14]([CH:17]=[CH:18][C:19]=1[O:20][CH2:2][CH2:3][CH2:4][N:5]1[CH2:10][CH2:9][O:8][CH2:7][CH2:6]1)[CH:15]=[O:16]. (2) Given the reactants [H-].C([Al+]CC(C)C)C(C)C.COCN[C:15]([CH:17]1[CH2:20][CH:19]([CH2:21][C:22]([CH3:25])([CH3:24])[CH3:23])[CH2:18]1)=[O:16].S(=O)(=O)(O)O, predict the reaction product. The product is: [CH3:23][C:22]([CH3:25])([CH3:24])[CH2:21][CH:19]1[CH2:18][CH:17]([CH:15]=[O:16])[CH2:20]1. (3) Given the reactants [NH2:1][C:2]1[N:7]=[CH:6][N:5]=[C:4]2[N:8]([CH2:12][C:13]3[O:14][C:15]4[C:20]([C:21](=[O:29])[C:22]=3[C:23]3[CH:28]=[CH:27][CH:26]=[CH:25][CH:24]=3)=[CH:19][CH:18]=[CH:17][CH:16]=4)[N:9]=[C:10](I)[C:3]=12.[OH:30][CH2:31][C:32]1[CH:33]=[C:34](B(O)O)[CH:35]=[CH:36][CH:37]=1.C(=O)([O-])[O-].[Na+].[Na+].ClCCl, predict the reaction product. The product is: [NH2:1][C:2]1[N:7]=[CH:6][N:5]=[C:4]2[N:8]([CH2:12][C:13]3[O:14][C:15]4[C:20]([C:21](=[O:29])[C:22]=3[C:23]3[CH:28]=[CH:27][CH:26]=[CH:25][CH:24]=3)=[CH:19][CH:18]=[CH:17][CH:16]=4)[N:9]=[C:10]([C:36]3[CH:35]=[CH:34][CH:33]=[C:32]([CH2:31][OH:30])[CH:37]=3)[C:3]=12. (4) Given the reactants [N:1]([CH2:4][CH:5]1[CH2:9][C:8]2[CH:10]=[CH:11][CH:12]=[C:13]([C:14]3[CH:19]=[CH:18][CH:17]=[CH:16][C:15]=3[O:20][CH3:21])[C:7]=2[O:6]1)=[N+]=[N-], predict the reaction product. The product is: [CH3:21][O:20][C:15]1[CH:16]=[CH:17][CH:18]=[CH:19][C:14]=1[C:13]1[C:7]2[O:6][CH:5]([CH2:4][NH2:1])[CH2:9][C:8]=2[CH:10]=[CH:11][CH:12]=1. (5) Given the reactants [CH2:1]([O:8][C:9]1[N:10]=[N:11][C:12]([CH2:15][CH2:16][C:17]2[CH:22]=[CH:21][C:20]([CH2:23][CH2:24]Cl)=[CH:19][N:18]=2)=[CH:13][CH:14]=1)[C:2]1[CH:7]=[CH:6][CH:5]=[CH:4][CH:3]=1.[CH3:26][C:27]1([OH:33])[CH2:32][CH2:31][NH:30][CH2:29][CH2:28]1, predict the reaction product. The product is: [CH2:1]([O:8][C:9]1[N:10]=[N:11][C:12]([CH2:15][CH2:16][C:17]2[N:18]=[CH:19][C:20]([CH2:23][CH2:24][N:30]3[CH2:31][CH2:32][C:27]([CH3:26])([OH:33])[CH2:28][CH2:29]3)=[CH:21][CH:22]=2)=[CH:13][CH:14]=1)[C:2]1[CH:7]=[CH:6][CH:5]=[CH:4][CH:3]=1. (6) Given the reactants [CH3:1][C:2]1[CH:7]=[CH:6][CH:5]=[CH:4][C:3]=1[C@@H:8]([NH2:10])[CH3:9].CN(C1C2C(N(C)C)=CC=CC=2C=CC=1)C.Cl[C:28]1[NH:33][C:32](=[O:34])[N:31]([CH:35]([CH3:37])[CH3:36])[C:30](=[O:38])[CH:29]=1, predict the reaction product. The product is: [CH:35]([N:31]1[C:30](=[O:38])[CH:29]=[C:28]([NH:10][C@H:8]([C:3]2[CH:4]=[CH:5][CH:6]=[CH:7][C:2]=2[CH3:1])[CH3:9])[NH:33][C:32]1=[O:34])([CH3:37])[CH3:36].